The task is: Predict the reaction yield, written as a fraction of the theoretical maximum amount of product (1.0 means a 100% yield; for example, 0.34 means a 34% yield).. This data is from Reaction yield outcomes from USPTO patents with 853,638 reactions. (1) The reactants are C([O:3][C:4](=[O:17])[CH2:5][C@@H:6]([NH:13]C(=O)C)[C@H:7]([CH3:12])[C@H:8]([CH3:11])[CH2:9][CH3:10])C.[ClH:18]. No catalyst specified. The product is [ClH:18].[NH2:13][C@@H:6]([C@H:7]([CH3:12])[C@H:8]([CH3:11])[CH2:9][CH3:10])[CH2:5][C:4]([OH:17])=[O:3]. The yield is 0.890. (2) The reactants are C(OC([N:11]1[CH2:15][CH:14]2[CH2:16][CH:17]([CH2:19][O:20][C:21]3[CH:30]=[C:29]4[C:24]([C:25]([O:31][C:32]5[CH:37]=[CH:36][C:35]([N+:38]([O-:40])=[O:39])=[CH:34][C:33]=5[F:41])=[CH:26][CH:27]=[N:28]4)=[CH:23][C:22]=3[O:42][CH3:43])[CH2:18][CH:13]2[CH2:12]1)=O)C1C=CC=CC=1.Br. The catalyst is C(O)(=O)C.CCOC(C)=O. The product is [F:41][C:33]1[CH:34]=[C:35]([N+:38]([O-:40])=[O:39])[CH:36]=[CH:37][C:32]=1[O:31][C:25]1[C:24]2[C:29](=[CH:30][C:21]([O:20][CH2:19][CH:17]3[CH2:18][CH:13]4[CH2:12][NH:11][CH2:15][CH:14]4[CH2:16]3)=[C:22]([O:42][CH3:43])[CH:23]=2)[N:28]=[CH:27][CH:26]=1. The yield is 0.950. (3) The reactants are CCN(C(C)C)C(C)C.Cl.[NH2:11][C:12]1[N:17]=[CH:16][N:15]=[C:14]2[N:18]([CH:22]([C:24]3[O:25][C:26](=[O:40])[C:27]4[C:32]([C:33]=3[C:34]3[CH2:35][CH2:36][NH:37][CH2:38][CH:39]=3)=[CH:31][CH:30]=[CH:29][CH:28]=4)[CH3:23])[N:19]=[C:20]([I:21])[C:13]=12.CN(C(ON1N=NC2C=CC=NC1=2)=[N+](C)C)C.F[P-](F)(F)(F)(F)F.Cl.[CH3:66][N:67]([CH3:74])[CH2:68][CH2:69][CH2:70][C:71](O)=[O:72].C(=O)(O)[O-].[Na+]. The catalyst is C1COCC1.CN(C=O)C.C(O)=O.O.CC#N. The product is [CH:26]([OH:40])=[O:25].[NH2:11][C:12]1[N:17]=[CH:16][N:15]=[C:14]2[N:18]([CH:22]([C:24]3[O:25][C:26](=[O:40])[C:27]4[C:32]([C:33]=3[C:34]3[CH2:35][CH2:36][N:37]([C:71](=[O:72])[CH2:70][CH2:69][CH2:68][N:67]([CH3:74])[CH3:66])[CH2:38][CH:39]=3)=[CH:31][CH:30]=[CH:29][CH:28]=4)[CH3:23])[N:19]=[C:20]([I:21])[C:13]=12. The yield is 0.626. (4) The reactants are O.O.O.[F-].C([N+](CCCC)(CCCC)CCCC)CCC.[C:22]([O:26][C:27]([N:29]([C:31]1[CH:36]=[C:35]([CH2:37][O:38][Si](C(C)(C)C)(C)C)[CH:34]=[CH:33][N:32]=1)[CH3:30])=[O:28])([CH3:25])([CH3:24])[CH3:23].C(OCC)(=O)C.O. The catalyst is O1CCCC1. The product is [C:22]([O:26][C:27]([N:29]([C:31]1[CH:36]=[C:35]([CH2:37][OH:38])[CH:34]=[CH:33][N:32]=1)[CH3:30])=[O:28])([CH3:25])([CH3:23])[CH3:24]. The yield is 0.500.